This data is from Forward reaction prediction with 1.9M reactions from USPTO patents (1976-2016). The task is: Predict the product of the given reaction. (1) Given the reactants [Cl:1][C:2]1[CH:10]=[CH:9][CH:8]=[C:7]2[C:3]=1[CH:4]=[N:5][NH:6]2.[O:11]1[CH:16]=[CH:15][CH2:14][CH2:13][CH2:12]1, predict the reaction product. The product is: [Cl:1][C:2]1[CH:10]=[CH:9][CH:8]=[C:7]2[C:3]=1[CH:4]=[N:5][N:6]2[CH:12]1[CH2:13][CH2:14][CH2:15][CH2:16][O:11]1. (2) Given the reactants [N+:1]([C:4]1[CH:5]=[C:6]([CH:12]=[CH:13][CH:14]=1)/[CH:7]=[CH:8]/[C:9]([OH:11])=O)([O-:3])=[O:2].[C:15]([O:24][CH3:25])(=[O:23])[C:16]1[C:17](=[CH:19][CH:20]=[CH:21][CH:22]=1)[NH2:18].C(N(CC)CC)C, predict the reaction product. The product is: [CH3:25][O:24][C:15]([C:16]1[CH:22]=[CH:21][CH:20]=[CH:19][C:17]=1[NH:18][C:9](=[O:11])/[CH:8]=[CH:7]/[C:6]1[CH:12]=[CH:13][CH:14]=[C:4]([N+:1]([O-:3])=[O:2])[CH:5]=1)=[O:23]. (3) Given the reactants [Br:1][C:2]1[CH:3]=[C:4]2[C:8](=[CH:9][CH:10]=1)[NH:7][CH2:6][C:5]2([CH3:12])[CH3:11].N1C=CC=CC=1.[C:19](OC(=O)C)(=[O:21])[CH3:20], predict the reaction product. The product is: [Br:1][C:2]1[CH:3]=[C:4]2[C:8](=[CH:9][CH:10]=1)[N:7]([C:19](=[O:21])[CH3:20])[CH2:6][C:5]2([CH3:12])[CH3:11]. (4) Given the reactants [OH:1][C:2]([C:56]1[S:57][CH:58]=[CH:59][CH:60]=1)([C:51]1[S:52][CH:53]=[CH:54][CH:55]=1)[C:3]([O:5][C@H:6]1[CH2:11][CH2:10][C@H:9]([N:12]([CH2:14][CH2:15][CH2:16][N:17]2[C:21]3[CH:22]=[CH:23][C:24]([CH2:26][NH:27][CH2:28][C@H:29]([O:42][Si](C(C)(C)C)(C)C)[C:30]4[CH:39]=[CH:38][C:37]([OH:40])=[C:36]5[C:31]=4[CH:32]=[CH:33][C:34](=[O:41])[NH:35]5)=[CH:25][C:20]=3[NH:19][C:18]2=[O:50])[CH3:13])[CH2:8][CH2:7]1)=[O:4].[FH:61].F.F.C(N(CC)CC)C.C(#N)C, predict the reaction product. The product is: [FH:61].[FH:61].[OH:1][C:2]([C:51]1[S:52][CH:53]=[CH:54][CH:55]=1)([C:56]1[S:57][CH:58]=[CH:59][CH:60]=1)[C:3]([O:5][C@H:6]1[CH2:11][CH2:10][C@H:9]([N:12]([CH2:14][CH2:15][CH2:16][N:17]2[C:21]3[CH:22]=[CH:23][C:24]([CH2:26][NH:27][CH2:28][C@H:29]([OH:42])[C:30]4[CH:39]=[CH:38][C:37]([OH:40])=[C:36]5[C:31]=4[CH:32]=[CH:33][C:34](=[O:41])[NH:35]5)=[CH:25][C:20]=3[NH:19][C:18]2=[O:50])[CH3:13])[CH2:8][CH2:7]1)=[O:4]. (5) Given the reactants [Br:1][C:2]1[S:6][C:5]([CH3:7])=[C:4]([C:8]([C:10]2[CH:15]=[CH:14][C:13]([O:16][CH3:17])=[CH:12][CH:11]=2)=O)[CH:3]=1.C([SiH](CC)CC)C.B(F)(F)F.CCOCC.C([O-])([O-])=O.[K+].[K+], predict the reaction product. The product is: [Br:1][C:2]1[S:6][C:5]([CH3:7])=[C:4]([CH2:8][C:10]2[CH:15]=[CH:14][C:13]([O:16][CH3:17])=[CH:12][CH:11]=2)[CH:3]=1. (6) Given the reactants [OH-].[In+3:2].[OH-].[OH-].[NH:5]([S:13]([C:16]([F:19])([F:18])[F:17])(=[O:15])=[O:14])[S:6]([C:9]([F:12])([F:11])[F:10])(=[O:8])=[O:7], predict the reaction product. The product is: [NH:5]([S:6]([C:9]([F:12])([F:10])[F:11])(=[O:8])=[O:7])[S:13]([C:16]([F:19])([F:18])[F:17])(=[O:15])=[O:14].[NH:5]([S:6]([C:9]([F:12])([F:10])[F:11])(=[O:8])=[O:7])[S:13]([C:16]([F:19])([F:18])[F:17])(=[O:15])=[O:14].[In+3:2].